From a dataset of Forward reaction prediction with 1.9M reactions from USPTO patents (1976-2016). Predict the product of the given reaction. (1) Given the reactants [C:1]([NH:20][CH2:21][CH2:22][CH2:23][N:24]([CH3:26])[CH3:25])(=[O:19])[CH2:2][CH2:3][CH2:4][CH2:5][CH2:6][CH2:7][CH2:8]/[CH:9]=[CH:10]\[CH2:11][CH2:12][CH2:13][CH2:14][CH2:15][CH2:16][CH2:17][CH3:18].[CH3:27][Cl:28], predict the reaction product. The product is: [Cl-:28].[C:1]([NH:20][CH2:21][CH2:22][CH2:23][N+:24]([CH3:27])([CH3:26])[CH3:25])(=[O:19])[CH2:2][CH2:3][CH2:4][CH2:5][CH2:6][CH2:7][CH2:8]/[CH:9]=[CH:10]\[CH2:11][CH2:12][CH2:13][CH2:14][CH2:15][CH2:16][CH2:17][CH3:18]. (2) Given the reactants [Cl:1][C:2]1[CH:10]=[C:9]2[C:5]([CH:6]=[C:7]([S:21](Cl)(=[O:23])=[O:22])[N:8]2[S:11]([C:14]2[CH:19]=[CH:18][C:17]([CH3:20])=[CH:16][CH:15]=2)(=[O:13])=[O:12])=[CH:4][CH:3]=1.[CH3:25][NH:26][CH3:27], predict the reaction product. The product is: [CH3:25][N:26]([CH3:27])[S:21]([C:7]1[N:8]([S:11]([C:14]2[CH:19]=[CH:18][C:17]([CH3:20])=[CH:16][CH:15]=2)(=[O:13])=[O:12])[C:9]2[C:5]([CH:6]=1)=[CH:4][CH:3]=[C:2]([Cl:1])[CH:10]=2)(=[O:23])=[O:22]. (3) Given the reactants [C:1]([C:5]1[CH:10]=[CH:9][C:8]([OH:11])=[C:7]([CH:12]([CH3:27])[CH2:13][CH2:14][CH2:15][CH2:16][CH2:17][CH2:18][CH2:19][CH2:20][CH2:21][CH2:22][CH2:23][CH2:24][CH2:25][CH3:26])[CH:6]=1)([CH3:4])([CH3:3])[CH3:2].O.[C:29](O)(=[O:32])[CH:30]=[O:31].O, predict the reaction product. The product is: [C:1]([C:5]1[CH:6]=[C:7]([CH:12]([CH3:27])[CH2:13][CH2:14][CH2:15][CH2:16][CH2:17][CH2:18][CH2:19][CH2:20][CH2:21][CH2:22][CH2:23][CH2:24][CH2:25][CH3:26])[C:8]2[O:11][C:30](=[O:31])[CH:29]([OH:32])[C:9]=2[CH:10]=1)([CH3:4])([CH3:3])[CH3:2]. (4) Given the reactants [CH3:1][C:2]1[N:7]=[C:6]2[S:8][C:9]3[CH2:13][CH2:12][CH2:11][C:10]=3[C:5]2=[C:4]([C:14]2[S:15][CH:16]=[CH:17][CH:18]=2)[C:3]=1[CH2:19][C:20]([O:22][CH3:23])=[O:21].[Li+].C[Si]([N-][Si](C)(C)C)(C)C.[CH2:34]1[CH2:38]OC[CH2:35]1.ICCC, predict the reaction product. The product is: [CH3:1][C:2]1[N:7]=[C:6]2[S:8][C:9]3[CH2:13][CH2:12][CH2:11][C:10]=3[C:5]2=[C:4]([C:14]2[S:15][CH:16]=[CH:17][CH:18]=2)[C:3]=1[CH:19]([CH2:35][CH2:34][CH3:38])[C:20]([O:22][CH3:23])=[O:21]. (5) The product is: [Ca:1].[NH2:2][C@H:3]([C:9]([OH:11])=[O:10])[CH2:4][CH2:5][C:6]([OH:8])=[O:7].[Ca:1]. Given the reactants [Ca:1].[NH2:2][C@H:3]([C:9]([OH:11])=[O:10])[CH2:4][CH2:5][C:6]([OH:8])=[O:7], predict the reaction product.